From a dataset of NCI-60 drug combinations with 297,098 pairs across 59 cell lines. Regression. Given two drug SMILES strings and cell line genomic features, predict the synergy score measuring deviation from expected non-interaction effect. (1) Drug 1: C1=NC2=C(N1)C(=S)N=C(N2)N. Drug 2: C1=CC=C(C(=C1)C(C2=CC=C(C=C2)Cl)C(Cl)Cl)Cl. Cell line: SF-539. Synergy scores: CSS=19.0, Synergy_ZIP=-9.58, Synergy_Bliss=-6.29, Synergy_Loewe=-20.3, Synergy_HSA=-5.30. (2) Drug 1: C1=NNC2=C1C(=O)NC=N2. Drug 2: COC1=C2C(=CC3=C1OC=C3)C=CC(=O)O2. Cell line: SNB-75. Synergy scores: CSS=1.08, Synergy_ZIP=1.31, Synergy_Bliss=2.27, Synergy_Loewe=1.83, Synergy_HSA=-0.894.